Dataset: Catalyst prediction with 721,799 reactions and 888 catalyst types from USPTO. Task: Predict which catalyst facilitates the given reaction. (1) Reactant: [C:1]([NH:11][CH2:12][CH2:13][C:14]([OH:16])=O)([O:3][CH2:4][C:5]1[CH:10]=[CH:9][CH:8]=[CH:7][CH:6]=1)=[O:2].C(C1NC=CN=1)(C1NC=CN=1)=O.C([Mg]Cl)(C)C.C(O)(=O)[CH2:35][C:36]([O:38][CH2:39][CH3:40])=[O:37]. Product: [CH2:39]([O:38][C:36](=[O:37])[CH2:35][C:14](=[O:16])[CH2:13][CH2:12][NH:11][C:1]([O:3][CH2:4][C:5]1[CH:6]=[CH:7][CH:8]=[CH:9][CH:10]=1)=[O:2])[CH3:40]. The catalyst class is: 1. (2) Reactant: N([C:3]([CH3:9])([CH3:8])[C:4]([O:6][CH3:7])=[O:5])=N[C:3]([CH3:9])([CH3:8])[C:4]([O:6][CH3:7])=[O:5].[C:17]([O:22][CH2:23][CH2:24][O:25][C:26]1[CH:31]=[CH:30][CH:29]=[CH:28][CH:27]=1)(=[O:21])[C:18]([CH3:20])=[CH2:19].[C:32]([OH:37])(=[O:36])[C:33]([CH3:35])=[CH2:34].C(OC)(=O)C(C)=C. Product: [C:17]([O:22][CH2:23][CH2:24][O:25][C:26]1[CH:27]=[CH:28][CH:29]=[CH:30][CH:31]=1)(=[O:21])[C:18]([CH3:20])=[CH2:19].[C:4]([O:6][CH3:7])(=[O:5])[C:3]([CH3:9])=[CH2:8].[C:32]([OH:37])(=[O:36])[C:33]([CH3:35])=[CH2:34]. The catalyst class is: 311.